Task: Predict the reactants needed to synthesize the given product.. Dataset: Full USPTO retrosynthesis dataset with 1.9M reactions from patents (1976-2016) (1) The reactants are: [CH3:1][C:2]1([CH3:16])[C:6]([CH3:8])([CH3:7])[O:5][B:4]([C:9]2[CH:10]=[C:11]([OH:15])[CH:12]=[CH:13][CH:14]=2)[O:3]1.I[CH2:18][CH2:19][O:20][CH2:21][CH2:22][O:23][CH2:24][CH2:25]I. Given the product [CH2:19]([O:20][CH2:21][CH2:22][O:23][C:24]1[CH:25]=[C:9]([B:4]2[O:5][C:6]([CH3:8])([CH3:7])[C:2]([CH3:1])([CH3:16])[O:3]2)[CH:14]=[CH:13][CH:12]=1)[CH2:18][O:15][CH2:11][CH2:10][O:15][C:11]1[CH:10]=[C:9]([B:4]2[O:3][C:2]([CH3:16])([CH3:1])[C:6]([CH3:7])([CH3:8])[O:5]2)[CH:14]=[CH:13][CH:12]=1, predict the reactants needed to synthesize it. (2) Given the product [N:1]([C:4]1[CH:11]=[CH:10][C:7]([CH:8]=[CH:15][CH:14]=[O:16])=[CH:6][CH:5]=1)=[N+:2]=[N-:3], predict the reactants needed to synthesize it. The reactants are: [N:1]([C:4]1[CH:11]=[CH:10][C:7]([CH:8]=O)=[CH:6][CH:5]=1)=[N+:2]=[N-:3].[OH-].[Na+].[CH:14](=[O:16])[CH3:15]. (3) Given the product [CH2:15]([S:20][C:2]1[CH:9]=[C:8]([CH3:10])[CH:7]=[CH:6][C:3]=1[CH2:4][NH2:5])[CH3:14], predict the reactants needed to synthesize it. The reactants are: Br[C:2]1[CH:9]=[C:8]([CH3:10])[CH:7]=[CH:6][C:3]=1[C:4]#[N:5].ClC1C=[CH:14][C:15]([S:20]CC)=C(C=1)C#N. (4) Given the product [C:16]1([C:3]2[C:2]([C:28]3[CH:29]=[CH:30][C:25]([O:24][C:23]([F:35])([F:34])[F:22])=[CH:26][CH:27]=3)=[N:11][C:10]3[C:5](=[CH:6][CH:7]=[C:8]([C:12]([OH:14])=[O:13])[CH:9]=3)[N:4]=2)[CH:17]=[CH:18][CH:19]=[CH:20][CH:21]=1, predict the reactants needed to synthesize it. The reactants are: Br[C:2]1[C:3]([C:16]2[CH:21]=[CH:20][CH:19]=[CH:18][CH:17]=2)=[N:4][C:5]2[C:10]([N:11]=1)=[CH:9][C:8]([C:12]([O:14]C)=[O:13])=[CH:7][CH:6]=2.[F:22][C:23]([F:35])([F:34])[O:24][C:25]1[CH:30]=[CH:29][C:28](B(O)O)=[CH:27][CH:26]=1. (5) Given the product [Cl:32][C:13]1[NH:14][C:10]2[C:9]([C:17]([O:19][CH3:20])=[O:18])=[CH:8][C:7]([N:1]3[CH2:6][CH2:5][O:4][CH2:3][CH2:2]3)=[CH:16][C:11]=2[N:12]=1, predict the reactants needed to synthesize it. The reactants are: [N:1]1([C:7]2[CH:8]=[C:9]([C:17]([O:19][CH3:20])=[O:18])[C:10]3[NH:14][C:13](=O)[NH:12][C:11]=3[CH:16]=2)[CH2:6][CH2:5][O:4][CH2:3][CH2:2]1.CN(C)C1C=CC=CC=1.O=P(Cl)(Cl)[Cl:32]. (6) Given the product [C:40]([C@@H:39]([NH:38][C:35]([C@@H:30]1[CH2:29][N:28]([C:26]([O:25][C:21]([CH3:22])([CH3:23])[CH3:24])=[O:27])[CH2:34][CH2:33][CH2:32][O:31]1)=[O:37])[CH2:42][C:43]1[CH:44]=[CH:45][C:46]([C:49]2[CH:50]=[CH:51][C:52]3[O:56][C:55](=[O:57])[N:54]([CH3:58])[C:53]=3[CH:59]=2)=[CH:47][CH:48]=1)#[N:41], predict the reactants needed to synthesize it. The reactants are: Cl.CN(C)CCCN=C=NCC.[N+]1([O-])C(O)=CC=CC=1.[C:21]([O:25][C:26]([N:28]1[CH2:34][CH2:33][CH2:32][O:31][C@H:30]([C:35]([OH:37])=O)[CH2:29]1)=[O:27])([CH3:24])([CH3:23])[CH3:22].[NH2:38][C@@H:39]([CH2:42][C:43]1[CH:48]=[CH:47][C:46]([C:49]2[CH:50]=[CH:51][C:52]3[O:56][C:55](=[O:57])[N:54]([CH3:58])[C:53]=3[CH:59]=2)=[CH:45][CH:44]=1)[C:40]#[N:41].CCN(C(C)C)C(C)C.